This data is from Reaction yield outcomes from USPTO patents with 853,638 reactions. The task is: Predict the reaction yield, written as a fraction of the theoretical maximum amount of product (1.0 means a 100% yield; for example, 0.34 means a 34% yield). (1) The reactants are N[C@@H]1CCCC[C@H]1N.P([O-])([O-])([O-])=O.[K+].[K+].[K+].[CH3:17][C:18]1[CH:23]=[CH:22][N:21]=[CH:20][C:19]=1[N:24]1[CH2:28][CH2:27][NH:26][C:25]1=[O:29].Br[C:31]1[S:32][C:33]([CH3:36])=[CH:34][CH:35]=1. The catalyst is C(Cl)(Cl)Cl.[Cu](I)I.CO.O1CCOCC1. The product is [CH3:17][C:18]1[CH:23]=[CH:22][N:21]=[CH:20][C:19]=1[N:24]1[CH2:28][CH2:27][N:26]([C:31]2[S:32][C:33]([CH3:36])=[CH:34][CH:35]=2)[C:25]1=[O:29]. The yield is 0.740. (2) The reactants are [C:1]([NH:5][S:6]([C:9]1[CH:17]=[C:16]2[C:12]([C:13]([CH:19]3[CH2:24][CH2:23][CH2:22][CH2:21][CH2:20]3)=[C:14](Br)[NH:15]2)=[CH:11][CH:10]=1)(=[O:8])=[O:7])([CH3:4])([CH3:3])[CH3:2].CC1(C)C(C)(C)OB([C:33]2[CH:38]=[CH:37][C:36]([CH3:39])=[CH:35][C:34]=2[NH2:40])O1.C(=O)([O-])O.[Na+]. The catalyst is COCCOC.O.C1C=CC([P]([Pd]([P](C2C=CC=CC=2)(C2C=CC=CC=2)C2C=CC=CC=2)([P](C2C=CC=CC=2)(C2C=CC=CC=2)C2C=CC=CC=2)[P](C2C=CC=CC=2)(C2C=CC=CC=2)C2C=CC=CC=2)(C2C=CC=CC=2)C2C=CC=CC=2)=CC=1. The product is [C:1]([NH:5][S:6]([C:9]1[CH:17]=[C:16]2[C:12]([C:13]([CH:19]3[CH2:24][CH2:23][CH2:22][CH2:21][CH2:20]3)=[C:14]([C:33]3[CH:38]=[CH:37][C:36]([CH3:39])=[CH:35][C:34]=3[NH2:40])[NH:15]2)=[CH:11][CH:10]=1)(=[O:8])=[O:7])([CH3:4])([CH3:3])[CH3:2]. The yield is 0.963. (3) The reactants are [NH2:1][C:2]1[S:3][C:4]2[C:10]([C:11]#[N:12])=[C:9]([O:13][C:14]3[CH:15]=[C:16]([NH:20][C:21](=[O:33])[C:22]4[CH:27]=[CH:26][CH:25]=[C:24]([C:28]([C:31]#[N:32])([CH3:30])[CH3:29])[CH:23]=4)[CH:17]=[CH:18][CH:19]=3)[CH:8]=[CH:7][C:5]=2[N:6]=1.[CH:34]1([C:37](Cl)=[O:38])[CH2:36][CH2:35]1. The catalyst is N1C=CC=CC=1. The product is [C:11]([C:10]1[C:4]2[S:3][C:2]([NH:1][C:37]([CH:34]3[CH2:36][CH2:35]3)=[O:38])=[N:6][C:5]=2[CH:7]=[CH:8][C:9]=1[O:13][C:14]1[CH:15]=[C:16]([NH:20][C:21](=[O:33])[C:22]2[CH:27]=[CH:26][CH:25]=[C:24]([C:28]([C:31]#[N:32])([CH3:30])[CH3:29])[CH:23]=2)[CH:17]=[CH:18][CH:19]=1)#[N:12]. The yield is 0.690. (4) The reactants are [Cl:1][C:2]1[CH:11]=[C:10]2[C:5]([C:6]([OH:19])=[C:7]([C:13]3[O:17][N:16]=[C:15]([CH3:18])[CH:14]=3)[C:8](=[O:12])[NH:9]2)=[CH:4][C:3]=1[C:20]1[CH:25]=[CH:24][C:23]([N:26]([CH3:28])[CH3:27])=[CH:22][CH:21]=1.[OH-].[OH:30][CH2:31][CH2:32][N+:33]([CH3:36])([CH3:35])[CH3:34].O. The catalyst is CO. The product is [OH:30][CH2:31][CH2:32][N+:33]([CH3:36])([CH3:35])[CH3:34].[Cl:1][C:2]1[CH:11]=[C:10]2[C:5]([C:6]([O-:19])=[C:7]([C:13]3[O:17][N:16]=[C:15]([CH3:18])[CH:14]=3)[C:8](=[O:12])[NH:9]2)=[CH:4][C:3]=1[C:20]1[CH:25]=[CH:24][C:23]([N:26]([CH3:27])[CH3:28])=[CH:22][CH:21]=1. The yield is 0.635. (5) The reactants are Br[C:2]1[CH:3]=[C:4]2[C:9](=[CH:10][CH:11]=1)[CH:8]=[C:7]([C:12]([NH:14][CH3:15])=[O:13])[CH:6]=[CH:5]2.C([Li])CCC.[C:21]([N:40]1[CH:44]=[C:43]([CH:45]=[O:46])[N:42]=[CH:41]1)([C:34]1[CH:39]=[CH:38][CH:37]=[CH:36][CH:35]=1)([C:28]1[CH:33]=[CH:32][CH:31]=[CH:30][CH:29]=1)[C:22]1[CH:27]=[CH:26][CH:25]=[CH:24][CH:23]=1.[Cl-].[NH4+]. The catalyst is CCCCCC.C1COCC1. The product is [OH:46][CH:45]([C:43]1[N:42]=[CH:41][N:40]([C:21]([C:22]2[CH:27]=[CH:26][CH:25]=[CH:24][CH:23]=2)([C:28]2[CH:29]=[CH:30][CH:31]=[CH:32][CH:33]=2)[C:34]2[CH:39]=[CH:38][CH:37]=[CH:36][CH:35]=2)[CH:44]=1)[C:2]1[CH:3]=[C:4]2[C:9](=[CH:10][CH:11]=1)[CH:8]=[C:7]([C:12]([NH:14][CH3:15])=[O:13])[CH:6]=[CH:5]2. The yield is 0.500.